Dataset: Reaction yield outcomes from USPTO patents with 853,638 reactions. Task: Predict the reaction yield, written as a fraction of the theoretical maximum amount of product (1.0 means a 100% yield; for example, 0.34 means a 34% yield). (1) The reactants are N1CCCC1.C(OC([N:16]1[CH2:20][C@H:19]([O:21][CH3:22])[CH2:18][C@H:17]1[CH2:23][C:24](=[O:31])[CH2:25][C:26](OCC)=O)=O)C1C=CC=CC=1.[H-].[Al+3].[Li+].[H-].[H-].[H-].[OH-].[Na+]. The catalyst is C(OCC)(=O)C.O1CCCC1.[OH-].[OH-].[Pd+2].C(O)C. The product is [CH3:22][O:21][C@H:19]1[CH2:20][N:16]2[C@H:17]([CH2:23][C:24](=[O:31])[CH2:25][CH2:26]2)[CH2:18]1. The yield is 0.590. (2) The reactants are [CH3:1][O:2][C:3]([C:5]1[S:6][CH:7]=[CH:8][C:9]=1[NH2:10])=[O:4]. The catalyst is C(CC(OC)=O)#N. The product is [CH3:1][O:2][C:3]([C:5]1[S:6][CH:7]=[CH:8][C:9]=1[NH:10][C:3](=[O:2])[CH2:5][C:9]#[N:10])=[O:4]. The yield is 0.500. (3) The reactants are [Br:1][C:2]1[CH:6]=[CH:5][O:4][C:3]=1[CH:7]=[O:8].[CH2:9](O)[CH2:10][OH:11].C([O-])(O)=O.[Na+]. The catalyst is C1C=CC=CC=1.O.C1(C)C=CC(S(O)(=O)=O)=CC=1. The product is [Br:1][C:2]1[CH:6]=[CH:5][O:4][C:3]=1[CH:7]1[O:11][CH2:10][CH2:9][O:8]1. The yield is 0.920. (4) The reactants are C(O[C:4](=[O:17])[C:5]([F:16])([F:15])[CH2:6][CH2:7][CH2:8][C:9]1[CH:14]=[CH:13][CH:12]=[CH:11][CH:10]=1)C.[F:18][C:19]([Si](C)(C)C)([F:21])[F:20].[F-].[Cs+].Cl. The catalyst is COCCOC.C(OCC)(=O)C. The product is [F:18][C:19]([F:21])([F:20])[C:4](=[O:17])[C:5]([F:15])([F:16])[CH2:6][CH2:7][CH2:8][C:9]1[CH:10]=[CH:11][CH:12]=[CH:13][CH:14]=1. The yield is 0.350. (5) The reactants are [Br:1][C:2]1[CH:3]=[CH:4][C:5]([C:8]([CH3:13])([CH3:12])[C:9]([OH:11])=O)=[N:6][CH:7]=1.[CH:14]1([NH2:20])[CH2:19][CH2:18][CH2:17][CH2:16][CH2:15]1.CCCP(=O)=O. The catalyst is CN(C=O)C. The product is [Br:1][C:2]1[CH:3]=[CH:4][C:5]([C:8]([CH3:13])([CH3:12])[C:9]([NH:20][CH:14]2[CH2:19][CH2:18][CH2:17][CH2:16][CH2:15]2)=[O:11])=[N:6][CH:7]=1. The yield is 0.510.